Dataset: Full USPTO retrosynthesis dataset with 1.9M reactions from patents (1976-2016). Task: Predict the reactants needed to synthesize the given product. Given the product [CH3:22][C:23]1([CH3:31])[O:27][C@H:26]([CH2:28][O:29][NH:30][C:19]([C:11]2[CH:12]=[CH:13][C:14]3[N:15]([CH:16]=[N:17][CH:18]=3)[C:10]=2[NH:9][C:3]2[CH:4]=[CH:5][C:6]([I:8])=[CH:7][C:2]=2[F:1])=[O:21])[CH2:25][O:24]1, predict the reactants needed to synthesize it. The reactants are: [F:1][C:2]1[CH:7]=[C:6]([I:8])[CH:5]=[CH:4][C:3]=1[NH:9][C:10]1[N:15]2[CH:16]=[N:17][CH:18]=[C:14]2[CH:13]=[CH:12][C:11]=1[C:19]([OH:21])=O.[CH3:22][C:23]1([CH3:31])[O:27][C@@H:26]([CH2:28][O:29][NH2:30])[CH2:25][O:24]1.CCN(C(C)C)C(C)C.C1C=CC2N(O)N=NC=2C=1.CCN=C=NCCCN(C)C.